Dataset: NCI-60 drug combinations with 297,098 pairs across 59 cell lines. Task: Regression. Given two drug SMILES strings and cell line genomic features, predict the synergy score measuring deviation from expected non-interaction effect. (1) Drug 1: CC(C1=C(C=CC(=C1Cl)F)Cl)OC2=C(N=CC(=C2)C3=CN(N=C3)C4CCNCC4)N. Drug 2: CS(=O)(=O)OCCCCOS(=O)(=O)C. Cell line: HT29. Synergy scores: CSS=1.72, Synergy_ZIP=-2.43, Synergy_Bliss=-4.16, Synergy_Loewe=-12.7, Synergy_HSA=-7.33. (2) Drug 1: C1=NC2=C(N=C(N=C2N1C3C(C(C(O3)CO)O)O)F)N. Drug 2: CC1CCCC2(C(O2)CC(NC(=O)CC(C(C(=O)C(C1O)C)(C)C)O)C(=CC3=CSC(=N3)C)C)C. Cell line: HOP-92. Synergy scores: CSS=36.7, Synergy_ZIP=-5.48, Synergy_Bliss=-6.03, Synergy_Loewe=-2.07, Synergy_HSA=-1.16. (3) Drug 1: CC1=C(C=C(C=C1)NC2=NC=CC(=N2)N(C)C3=CC4=NN(C(=C4C=C3)C)C)S(=O)(=O)N.Cl. Drug 2: CC12CCC3C(C1CCC2O)C(CC4=C3C=CC(=C4)O)CCCCCCCCCS(=O)CCCC(C(F)(F)F)(F)F. Cell line: ACHN. Synergy scores: CSS=8.34, Synergy_ZIP=-3.74, Synergy_Bliss=-1.37, Synergy_Loewe=0.710, Synergy_HSA=0.931. (4) Drug 1: CC(C1=C(C=CC(=C1Cl)F)Cl)OC2=C(N=CC(=C2)C3=CN(N=C3)C4CCNCC4)N. Drug 2: CC=C1C(=O)NC(C(=O)OC2CC(=O)NC(C(=O)NC(CSSCCC=C2)C(=O)N1)C(C)C)C(C)C. Cell line: MDA-MB-435. Synergy scores: CSS=15.5, Synergy_ZIP=-3.11, Synergy_Bliss=-5.62, Synergy_Loewe=-35.1, Synergy_HSA=-7.49. (5) Drug 1: C1=CN(C=N1)CC(O)(P(=O)(O)O)P(=O)(O)O. Drug 2: CN1C2=C(C=C(C=C2)N(CCCl)CCCl)N=C1CCCC(=O)O.Cl. Cell line: COLO 205. Synergy scores: CSS=-0.594, Synergy_ZIP=2.19, Synergy_Bliss=3.22, Synergy_Loewe=-1.34, Synergy_HSA=-1.38. (6) Drug 1: CC1OCC2C(O1)C(C(C(O2)OC3C4COC(=O)C4C(C5=CC6=C(C=C35)OCO6)C7=CC(=C(C(=C7)OC)O)OC)O)O. Drug 2: CC1=CC=C(C=C1)C2=CC(=NN2C3=CC=C(C=C3)S(=O)(=O)N)C(F)(F)F. Cell line: T-47D. Synergy scores: CSS=33.9, Synergy_ZIP=-7.19, Synergy_Bliss=-3.60, Synergy_Loewe=-6.01, Synergy_HSA=-0.923.